Task: Predict the product of the given reaction.. Dataset: Forward reaction prediction with 1.9M reactions from USPTO patents (1976-2016) (1) Given the reactants CS([N:5]1[C:13]2[C:8](=[CH:9][CH:10]=[CH:11][CH:12]=2)[CH:7]=[C:6]1[CH2:14][O:15][CH:16]1[CH:21]([C:22]2[CH:27]=[CH:26][C:25]([O:28][CH2:29][CH2:30][CH2:31][O:32][CH2:33][C:34]3[CH:39]=[CH:38][CH:37]=[CH:36][C:35]=3[O:40][CH3:41])=[CH:24][CH:23]=2)[CH2:20][CH2:19][N:18]([C:42]([O:44][CH2:45][C:46]2[CH:51]=[CH:50][CH:49]=[CH:48][CH:47]=2)=[O:43])[CH2:17]1)(=O)=O.[F-].C([N+](CCCC)(CCCC)CCCC)CCC, predict the reaction product. The product is: [NH:5]1[C:13]2[C:8](=[CH:9][CH:10]=[CH:11][CH:12]=2)[CH:7]=[C:6]1[CH2:14][O:15][CH:16]1[CH:21]([C:22]2[CH:23]=[CH:24][C:25]([O:28][CH2:29][CH2:30][CH2:31][O:32][CH2:33][C:34]3[CH:39]=[CH:38][CH:37]=[CH:36][C:35]=3[O:40][CH3:41])=[CH:26][CH:27]=2)[CH2:20][CH2:19][N:18]([C:42]([O:44][CH2:45][C:46]2[CH:47]=[CH:48][CH:49]=[CH:50][CH:51]=2)=[O:43])[CH2:17]1. (2) Given the reactants [C:1]([O:5][C:6]([N:8]1[CH2:13][CH2:12][C:11]([C:17]([O:19][CH2:20][CH3:21])=[O:18])([CH2:14][CH2:15][OH:16])[CH2:10][CH2:9]1)=[O:7])([CH3:4])([CH3:3])[CH3:2].[CH3:22][S:23](Cl)(=[O:25])=[O:24].C(=O)([O-])O.[Na+], predict the reaction product. The product is: [C:1]([O:5][C:6]([N:8]1[CH2:13][CH2:12][C:11]([C:17]([O:19][CH2:20][CH3:21])=[O:18])([CH2:14][CH2:15][O:16][S:23]([CH3:22])(=[O:25])=[O:24])[CH2:10][CH2:9]1)=[O:7])([CH3:3])([CH3:4])[CH3:2]. (3) Given the reactants [C:1]([O:5][C:6]([N:8]1[CH2:13][CH2:12][CH:11]([C:14]2[NH:18][C:17]3[CH:19]=[CH:20][CH:21]=[CH:22][C:16]=3[N:15]=2)[CH2:10][CH2:9]1)=[O:7])([CH3:4])([CH3:3])[CH3:2].[OH-].[K+].CS(O[CH:30]([O:32][CH2:33][CH3:34])[CH3:31])(=O)=O, predict the reaction product. The product is: [C:1]([O:5][C:6]([N:8]1[CH2:13][CH2:12][CH:11]([C:14]2[N:15]([CH2:31][CH2:30][O:32][CH2:33][CH3:34])[C:16]3[CH:22]=[CH:21][CH:20]=[CH:19][C:17]=3[N:18]=2)[CH2:10][CH2:9]1)=[O:7])([CH3:4])([CH3:2])[CH3:3]. (4) Given the reactants C([Li])CCC.CCCCCC.Br[C:13]1[CH:18]=[C:17]([Cl:19])[C:16]([N:20]([CH3:22])[CH3:21])=[C:15]([C:23]([CH3:26])([CH3:25])[CH3:24])[CH:14]=1.CN(C)[CH:29]=[O:30], predict the reaction product. The product is: [C:23]([C:15]1[CH:14]=[C:13]([CH:18]=[C:17]([Cl:19])[C:16]=1[N:20]([CH3:22])[CH3:21])[CH:29]=[O:30])([CH3:26])([CH3:25])[CH3:24]. (5) Given the reactants [SH:1][C:2]1[CH:7]=[CH:6][C:5]([CH2:8][C:9]([OH:11])=[O:10])=[CH:4][CH:3]=1.OS(O)(=O)=O.[CH3:17][CH2:18]O, predict the reaction product. The product is: [CH2:17]([O:10][C:9](=[O:11])[CH2:8][C:5]1[CH:4]=[CH:3][C:2]([SH:1])=[CH:7][CH:6]=1)[CH3:18]. (6) Given the reactants [Br:1][C:2]1[CH:3]=[C:4]([S:8][CH3:9])[CH:5]=[CH:6][CH:7]=1.ClC1C=C(C=CC=1)C(OO)=[O:15], predict the reaction product. The product is: [Br:1][C:2]1[CH:7]=[CH:6][CH:5]=[C:4]([S:8]([CH3:9])=[O:15])[CH:3]=1.